Dataset: Forward reaction prediction with 1.9M reactions from USPTO patents (1976-2016). Task: Predict the product of the given reaction. (1) Given the reactants [NH:1]1[C:9]2[C:4](=[CH:5][C:6]([OH:10])=[CH:7][CH:8]=2)[CH:3]=[N:2]1.N1C=CN=C1.[C:16]([Si:20](Cl)([CH3:22])[CH3:21])([CH3:19])([CH3:18])[CH3:17], predict the reaction product. The product is: [C:16]([Si:20]([CH3:22])([CH3:21])[O:10][C:6]1[CH:5]=[C:4]2[C:9](=[CH:8][CH:7]=1)[NH:1][N:2]=[CH:3]2)([CH3:19])([CH3:18])[CH3:17]. (2) Given the reactants Cl.[N:2]12[CH2:9][CH2:8][CH:5]([CH2:6][CH2:7]1)[CH:4]([C:10]([OH:12])=[O:11])[CH2:3]2.C(Cl)CCl.C1C=CC2N(O)N=NC=2C=1.CCN(C(C)C)C(C)C.[F:36][C:37]1[CH:38]=[C:39]([CH:43]([C:45]2[CH:50]=[CH:49][CH:48]=[C:47]([F:51])[CH:46]=2)O)[CH:40]=[CH:41][CH:42]=1, predict the reaction product. The product is: [N:2]12[CH2:9][CH2:8][CH:5]([CH2:6][CH2:7]1)[CH:4]([C:10]([O:12][CH:43]([C:39]1[CH:40]=[CH:41][CH:42]=[C:37]([F:36])[CH:38]=1)[C:45]1[CH:50]=[CH:49][CH:48]=[C:47]([F:51])[CH:46]=1)=[O:11])[CH2:3]2. (3) Given the reactants [F:1][C:2]1[CH:10]=[C:9]2[C:5]([CH2:6][CH2:7][N:8]2[CH:11]2[CH2:16][CH2:15][NH:14][CH2:13][CH2:12]2)=[CH:4][CH:3]=1.[CH3:17][C:18]1[N:19]=[C:20]([NH:23][C:24](=O)[O:25]C2C=CC([N+]([O-])=O)=CC=2)[S:21][CH:22]=1.CCN(CC)CC.CCOC(C)=O.O, predict the reaction product. The product is: [F:1][C:2]1[CH:10]=[C:9]2[C:5]([CH2:6][CH2:7][N:8]2[CH:11]2[CH2:16][CH2:15][N:14]([C:24]([NH:23][C:20]3[S:21][CH:22]=[C:18]([CH3:17])[N:19]=3)=[O:25])[CH2:13][CH2:12]2)=[CH:4][CH:3]=1. (4) Given the reactants [NH:1]1[CH2:6][CH2:5][CH2:4][C@H:3]([C:7]([OH:9])=[O:8])[CH2:2]1.C(=O)(O)[O-].[Na+].Cl[C:16]([O:18][CH2:19][C:20]1[CH:25]=[CH:24][CH:23]=[CH:22][CH:21]=1)=[O:17], predict the reaction product. The product is: [CH2:19]([O:18][C:16]([N:1]1[CH2:6][CH2:5][CH2:4][C@H:3]([C:7]([OH:9])=[O:8])[CH2:2]1)=[O:17])[C:20]1[CH:25]=[CH:24][CH:23]=[CH:22][CH:21]=1. (5) Given the reactants C(OC([N:8]1[CH2:13][CH2:12][N:11]([C:14]2[CH:19]=[CH:18][C:17]([NH:20][S:21]([C:24]3[CH:29]=[CH:28][C:27]([C@@H:30]([CH3:33])[CH2:31][F:32])=[CH:26][CH:25]=3)(=[O:23])=[O:22])=[C:16]([CH3:34])[N:15]=2)[CH2:10][C@@H:9]1[CH3:35])=O)(C)(C)C.Cl, predict the reaction product. The product is: [F:32][CH2:31][C@@H:30]([C:27]1[CH:28]=[CH:29][C:24]([S:21]([NH:20][C:17]2[C:16]([CH3:34])=[N:15][C:14]([N:11]3[CH2:12][CH2:13][NH:8][C@@H:9]([CH3:35])[CH2:10]3)=[CH:19][CH:18]=2)(=[O:23])=[O:22])=[CH:25][CH:26]=1)[CH3:33]. (6) Given the reactants C([O:5][C:6]([N:8]1[CH2:13][CH2:12][NH:11][CH2:10][CH2:9]1)=[O:7])(C)(C)C.[C:14]1([N:20]=C=O)[CH:19]=[CH:18][CH:17]=[CH:16][CH:15]=1.C(Cl)[Cl:24], predict the reaction product. The product is: [ClH:24].[C:14]1([NH2:20])[CH:19]=[CH:18][CH:17]=[CH:16][CH:15]=1.[N:8]1([C:6]([OH:7])=[O:5])[CH2:13][CH2:12][NH:11][CH2:10][CH2:9]1.